From a dataset of Peptide-MHC class I binding affinity with 185,985 pairs from IEDB/IMGT. Regression. Given a peptide amino acid sequence and an MHC pseudo amino acid sequence, predict their binding affinity value. This is MHC class I binding data. (1) The peptide sequence is PIFFCLWVY. The MHC is Patr-A0301 with pseudo-sequence Patr-A0301. The binding affinity (normalized) is 0. (2) The peptide sequence is SHQVFEVLNGR. The MHC is H-2-Kd with pseudo-sequence H-2-Kd. The binding affinity (normalized) is 0.336. (3) The peptide sequence is CEMNHVNSM. The MHC is HLA-B44:02 with pseudo-sequence HLA-B44:02. The binding affinity (normalized) is 0.521. (4) The peptide sequence is NHIRVELSL. The MHC is HLA-B38:01 with pseudo-sequence HLA-B38:01. The binding affinity (normalized) is 0.694.